This data is from Peptide-MHC class I binding affinity with 185,985 pairs from IEDB/IMGT. The task is: Regression. Given a peptide amino acid sequence and an MHC pseudo amino acid sequence, predict their binding affinity value. This is MHC class I binding data. (1) The peptide sequence is EYISDAFSL. The MHC is HLA-A30:02 with pseudo-sequence HLA-A30:02. The binding affinity (normalized) is 0. (2) The peptide sequence is RLITANPVV. The MHC is HLA-A02:06 with pseudo-sequence HLA-A02:06. The binding affinity (normalized) is 0.614. (3) The peptide sequence is EVPAQYLTY. The MHC is HLA-B27:03 with pseudo-sequence HLA-B27:03. The binding affinity (normalized) is 0.0847. (4) The peptide sequence is ILNSDDEQA. The MHC is HLA-A25:01 with pseudo-sequence HLA-A25:01. The binding affinity (normalized) is 0.0847. (5) The peptide sequence is AMVPLVMVI. The MHC is HLA-B07:02 with pseudo-sequence HLA-B07:02. The binding affinity (normalized) is 0.0847. (6) The peptide sequence is FMHSAAPIT. The MHC is HLA-B27:05 with pseudo-sequence HLA-B27:05. The binding affinity (normalized) is 0.0847. (7) The peptide sequence is TESLQIHLAS. The MHC is HLA-B18:01 with pseudo-sequence HLA-B18:01. The binding affinity (normalized) is 0.00425. (8) The peptide sequence is RTRGGVAAA. The MHC is HLA-B51:01 with pseudo-sequence HLA-B51:01. The binding affinity (normalized) is 0.0847.